This data is from Reaction yield outcomes from USPTO patents with 853,638 reactions. The task is: Predict the reaction yield, written as a fraction of the theoretical maximum amount of product (1.0 means a 100% yield; for example, 0.34 means a 34% yield). (1) The reactants are [I:1][C:2]1[C:10]2[C:5](=[N:6][CH:7]=[N:8][C:9]=2[NH2:11])[NH:4][N:3]=1.[C:12]([O:16][C:17]([N:19]1[CH2:24][CH2:23][CH2:22][C@H:21](O)[CH2:20]1)=[O:18])([CH3:15])([CH3:14])[CH3:13].C1(P(C2C=CC=CC=2)C2C=CC=CC=2)C=CC=CC=1.N(C(OC(C)C)=O)=NC(OC(C)C)=O. The catalyst is O1CCCC1. The product is [NH2:11][C:9]1[N:8]=[CH:7][N:6]=[C:5]2[N:4]([C@@H:23]3[CH2:22][CH2:21][CH2:20][N:19]([C:17]([O:16][C:12]([CH3:15])([CH3:14])[CH3:13])=[O:18])[CH2:24]3)[N:3]=[C:2]([I:1])[C:10]=12. The yield is 0.330. (2) The reactants are [CH2:1]([NH:3][C:4]1[N:9]=[C:8]([C:10]2[C:11]([C:24]3[CH:25]=[C:26]([NH:30][S:31]([C:34]4[CH:39]=[C:38]([F:40])[CH:37]=[CH:36][C:35]=4[F:41])(=[O:33])=[O:32])[CH:27]=[CH:28][CH:29]=3)=[N:12][N:13](CC3C=CC(OC)=CC=3)[CH:14]=2)[CH:7]=[CH:6][N:5]=1)[CH3:2]. The catalyst is FC(F)(F)C(O)=O. The product is [CH2:1]([NH:3][C:4]1[N:9]=[C:8]([C:10]2[C:11]([C:24]3[CH:25]=[C:26]([NH:30][S:31]([C:34]4[CH:39]=[C:38]([F:40])[CH:37]=[CH:36][C:35]=4[F:41])(=[O:33])=[O:32])[CH:27]=[CH:28][CH:29]=3)=[N:12][NH:13][CH:14]=2)[CH:7]=[CH:6][N:5]=1)[CH3:2]. The yield is 0.220.